This data is from Catalyst prediction with 721,799 reactions and 888 catalyst types from USPTO. The task is: Predict which catalyst facilitates the given reaction. (1) Reactant: [N+:1]([C:4]1[CH:13]=[CH:12][C:7]([C:8](OC)=[O:9])=[CH:6][CH:5]=1)([O-:3])=[O:2].O.[NH2:15][NH2:16]. Product: [N+:1]([C:4]1[CH:13]=[CH:12][C:7]([C:8]([NH:15][NH2:16])=[O:9])=[CH:6][CH:5]=1)([O-:3])=[O:2]. The catalyst class is: 14. (2) Reactant: [Br:1][C:2]1[CH:3]=[C:4]2[C:8](=[CH:9][CH:10]=1)[NH:7][CH:6]=[CH:5]2.[OH-].[Na+].[OH-].C([N+](CCCC)(CCCC)CCCC)CCC.Br[CH2:32][CH2:33][O:34][CH3:35]. Product: [Br:1][C:2]1[CH:3]=[C:4]2[C:8](=[CH:9][CH:10]=1)[N:7]([CH2:32][CH2:33][O:34][CH3:35])[CH:6]=[CH:5]2. The catalyst class is: 48. (3) Reactant: [C:1](OC)([O:5][CH3:6])([O:3]C)[CH3:2].[CH3:9][C:10]1[CH:15]=[CH:14][C:13]([CH:16](O)[C:17]([CH3:19])=[CH2:18])=[CH:12][CH:11]=1.C(O)(=O)CC. Product: [CH3:19]/[C:17](=[CH:16]\[C:13]1[CH:12]=[CH:11][C:10]([CH3:9])=[CH:15][CH:14]=1)/[CH2:18][CH2:2][C:1]([O:5][CH3:6])=[O:3]. The catalyst class is: 5. (4) Reactant: [F:1][C:2]1[CH:12]=[CH:11][C:10]([N+:13]([O-])=O)=[CH:9][C:3]=1[C:4]([O:6][CH2:7][CH3:8])=[O:5]. Product: [NH2:13][C:10]1[CH:11]=[CH:12][C:2]([F:1])=[C:3]([CH:9]=1)[C:4]([O:6][CH2:7][CH3:8])=[O:5]. The catalyst class is: 29. (5) Reactant: [F:1][C:2]1[CH:3]=[CH:4][CH:5]=[C:6]2[C:11]=1[N:10]=[CH:9][CH:8]=[C:7]2[OH:12].C1(P(C2C=CC=CC=2)C2C=CC=CC=2)C=CC=CC=1.CC(OC(/N=N/C(OC(C)C)=O)=O)C.[C:46]([O:50][C:51](=[O:61])[NH:52][CH2:53][C@H:54]1[CH2:59][CH2:58][C@@H:57](O)[CH2:56][CH2:55]1)([CH3:49])([CH3:48])[CH3:47]. Product: [C:46]([O:50][C:51](=[O:61])[NH:52][CH2:53][C@H:54]1[CH2:55][CH2:56][C@H:57]([O:12][C:7]2[C:6]3[C:11](=[C:2]([F:1])[CH:3]=[CH:4][CH:5]=3)[N:10]=[CH:9][CH:8]=2)[CH2:58][CH2:59]1)([CH3:49])([CH3:47])[CH3:48]. The catalyst class is: 30. (6) Reactant: [CH3:1][O:2][C:3]1[CH:4]=[C:5]2[C:10](=[CH:11][C:12]=1[O:13][CH3:14])[N:9]=[CH:8][CH:7]=[C:6]2[O:15][C:16]1[C:22]([CH3:23])=[CH:21][C:19]([NH2:20])=[C:18]([CH3:24])[CH:17]=1.Cl[C:26](Cl)([O:28][C:29](=[O:35])OC(Cl)(Cl)Cl)Cl.[CH:37]1(CO)[CH2:41][CH2:40][CH2:39][CH2:38]1.C(=O)(O)[O-].[Na+]. Product: [CH3:1][O:2][C:3]1[CH:4]=[C:5]2[C:10](=[CH:11][C:12]=1[O:13][CH3:14])[N:9]=[CH:8][CH:7]=[C:6]2[O:15][C:16]1[C:22]([CH3:23])=[CH:21][C:19]([NH:20][C:29](=[O:35])[O:28][CH2:26][CH:37]2[CH2:41][CH2:40][CH2:39][CH2:38]2)=[C:18]([CH3:24])[CH:17]=1. The catalyst class is: 208. (7) Reactant: [CH3:1][C:2]([Si:5](Cl)([CH3:7])[CH3:6])([CH3:4])[CH3:3].N1C=CN=C1.[OH:14][CH2:15][C@@H:16]([CH3:48])[C@H:17]([NH:28][C:29]1([C:42]2[CH:47]=[CH:46][CH:45]=[CH:44][CH:43]=2)[C:41]2[CH:40]=[CH:39][CH:38]=[CH:37][C:36]=2[C:35]2[C:30]1=[CH:31][CH:32]=[CH:33][CH:34]=2)[C:18]([O:20][CH2:21][C:22]1[CH:27]=[CH:26][CH:25]=[CH:24][CH:23]=1)=[O:19]. Product: [Si:5]([O:14][CH2:15][C@@H:16]([CH3:48])[C@H:17]([NH:28][C:29]1([C:42]2[CH:47]=[CH:46][CH:45]=[CH:44][CH:43]=2)[C:30]2[CH:31]=[CH:32][CH:33]=[CH:34][C:35]=2[C:36]2[C:41]1=[CH:40][CH:39]=[CH:38][CH:37]=2)[C:18]([O:20][CH2:21][C:22]1[CH:23]=[CH:24][CH:25]=[CH:26][CH:27]=1)=[O:19])([C:2]([CH3:4])([CH3:3])[CH3:1])([CH3:7])[CH3:6]. The catalyst class is: 2.